This data is from Full USPTO retrosynthesis dataset with 1.9M reactions from patents (1976-2016). The task is: Predict the reactants needed to synthesize the given product. Given the product [C:1]1([S:7]([CH2:10][C:11]2[C:20]([C:19]([OH:18])=[O:21])=[C:15]([NH:16][CH2:17][C:27]#[N:28])[C:14]([C:22]3[CH:26]=[CH:25][O:24][CH:23]=3)=[CH:13][CH:12]=2)(=[O:9])=[O:8])[CH:2]=[CH:3][CH:4]=[CH:5][CH:6]=1, predict the reactants needed to synthesize it. The reactants are: [C:1]1([S:7]([CH2:10][C:11]2[C:20]3[C:19](=[O:21])[O:18][CH2:17][NH:16][C:15]=3[C:14]([C:22]3[CH:26]=[CH:25][O:24][CH:23]=3)=[CH:13][CH:12]=2)(=[O:9])=[O:8])[CH:6]=[CH:5][CH:4]=[CH:3][CH:2]=1.[C-:27]#[N:28].[Na+].C(O)(=O)C.